Task: Predict the product of the given reaction.. Dataset: Forward reaction prediction with 1.9M reactions from USPTO patents (1976-2016) The product is: [C:1]([C:3]1[CH:8]=[C:7]([CH3:9])[CH:6]=[CH:5][C:4]=1[C:10]1[CH:15]=[C:14]([C:34]2[CH:35]=[N:36][CH:37]=[CH:30][C:31]=2[C:32]#[N:33])[CH:13]=[C:12]([C:25]([OH:27])=[O:26])[CH:11]=1)#[N:2]. Given the reactants [C:1]([C:3]1[CH:8]=[C:7]([CH3:9])[CH:6]=[CH:5][C:4]=1[C:10]1[CH:15]=[C:14](B2OC(C)(C)C(C)(C)O2)[CH:13]=[C:12]([C:25]([O:27]C)=[O:26])[CH:11]=1)#[N:2].Br[C:30]1[CH:37]=[N:36][CH:35]=[CH:34][C:31]=1[C:32]#[N:33].C(=O)([O-])[O-].[Cs+].[Cs+].O, predict the reaction product.